Dataset: Reaction yield outcomes from USPTO patents with 853,638 reactions. Task: Predict the reaction yield, written as a fraction of the theoretical maximum amount of product (1.0 means a 100% yield; for example, 0.34 means a 34% yield). (1) The reactants are [H-].[Na+].[F:3][C:4]1[CH:9]=[CH:8][CH:7]=[CH:6][C:5]=1[OH:10].[Cl:11][C:12]1[CH:17]=[C:16](Cl)[N:15]=[CH:14][N:13]=1.O. The catalyst is C1COCC1.C(OCC)(=O)C. The product is [Cl:11][C:12]1[CH:17]=[C:16]([O:10][C:5]2[CH:6]=[CH:7][CH:8]=[CH:9][C:4]=2[F:3])[N:15]=[CH:14][N:13]=1. The yield is 0.650. (2) The reactants are OCC(NC(C[NH:11][C:12]([C:14]1[C:15]2[C:20]([N:21]=[C:22]3[C:27]=1[CH:26]=[CH:25][CH:24]=[CH:23]3)=[CH:19][CH:18]=[CH:17][CH:16]=2)=[O:13])=O)C(O)C.COC1(OC)C=CC(C(Cl)(C2C=CC=CC=2)C2C=CC=CC=2)=CC1.CO. The catalyst is N1C=CC=CC=1. The product is [CH:26]1[C:27]2[C:22](=[N:21][C:20]3[C:15]([C:14]=2[C:12]([NH2:11])=[O:13])=[CH:16][CH:17]=[CH:18][CH:19]=3)[CH:23]=[CH:24][CH:25]=1. The yield is 0.500. (3) The reactants are Br[C:2]1[CH:7]=[C:6]([Cl:8])[CH:5]=[CH:4][C:3]=1[O:9][CH3:10].[C:11]([Si:13]([CH3:16])([CH3:15])[CH3:14])#[CH:12].O. The catalyst is CCN(CC)CC.[Cu]I.Cl[Pd](Cl)([P](C1C=CC=CC=1)(C1C=CC=CC=1)C1C=CC=CC=1)[P](C1C=CC=CC=1)(C1C=CC=CC=1)C1C=CC=CC=1. The product is [Cl:8][C:6]1[CH:5]=[CH:4][C:3]([O:9][CH3:10])=[C:2]([C:12]#[C:11][Si:13]([CH3:16])([CH3:15])[CH3:14])[CH:7]=1. The yield is 0.900. (4) The reactants are [CH3:1][N:2]([CH3:6])[C:3](Cl)=[O:4].[CH2:7]([O:9][C:10]([C:12]1[C:18]2[NH:19][C:20]3[CH:21]=[C:22]([OH:26])[CH:23]=[CH:24][C:25]=3[C:17]=2[C:16]([CH3:28])([CH3:27])[CH2:15][N:14]([C:29](=[O:37])[C:30]2[CH:35]=[CH:34][C:33]([F:36])=[CH:32][CH:31]=2)[CH:13]=1)=[O:11])[CH3:8].C(N(CC)CC)C. The catalyst is CN(C)C1C=CN=CC=1.C(Cl)Cl. The product is [CH2:7]([O:9][C:10]([C:12]1[C:18]2[NH:19][C:20]3[CH:21]=[C:22]([O:26][C:3](=[O:4])[N:2]([CH3:6])[CH3:1])[CH:23]=[CH:24][C:25]=3[C:17]=2[C:16]([CH3:28])([CH3:27])[CH2:15][N:14]([C:29](=[O:37])[C:30]2[CH:35]=[CH:34][C:33]([F:36])=[CH:32][CH:31]=2)[CH:13]=1)=[O:11])[CH3:8]. The yield is 0.740. (5) The reactants are [Cl:1][C:2]1[CH:7]=[C:6]([C:8]2[CH:9]=[N:10][N:11](C(OCC)C)[CH:12]=2)[C:5]([C:18]2[CH:23]=[C:22]([F:24])[CH:21]=[C:20]([F:25])[CH:19]=2)=[C:4]([CH:26]([NH2:28])[CH3:27])[CH:3]=1.Br[C:30]1[N:38]=[CH:37][N:36]=[C:35]2[C:31]=1[N:32]=[CH:33][N:34]2C1CCCCO1.C(N(CC)C(C)C)(C)C.Cl.O. The catalyst is C(O)C.CO. The product is [Cl:1][C:2]1[CH:7]=[C:6]([C:8]2[CH:12]=[N:11][NH:10][CH:9]=2)[C:5]([C:18]2[CH:23]=[C:22]([F:24])[CH:21]=[C:20]([F:25])[CH:19]=2)=[C:4]([CH:26]([NH:28][C:30]2[N:38]=[CH:37][N:36]=[C:35]3[C:31]=2[N:32]=[CH:33][NH:34]3)[CH3:27])[CH:3]=1. The yield is 0.430.